Task: Predict the product of the given reaction.. Dataset: Forward reaction prediction with 1.9M reactions from USPTO patents (1976-2016) Given the reactants [F:1][C:2]([F:22])([F:21])[C:3]1[CH:20]=[CH:19][C:6]([CH2:7][NH:8][CH2:9][C:10]2[CH:11]=[C:12]([O:17][CH3:18])[CH:13]=[CH:14][C:15]=2[Br:16])=[CH:5][CH:4]=1.[C:23](O[C:23]([O:25][C:26]([CH3:29])([CH3:28])[CH3:27])=[O:24])([O:25][C:26]([CH3:29])([CH3:28])[CH3:27])=[O:24], predict the reaction product. The product is: [C:26]([O:25][C:23]([N:8]([CH2:9][C:10]1[CH:11]=[C:12]([O:17][CH3:18])[CH:13]=[CH:14][C:15]=1[Br:16])[CH2:7][C:6]1[CH:19]=[CH:20][C:3]([C:2]([F:1])([F:21])[F:22])=[CH:4][CH:5]=1)=[O:24])([CH3:29])([CH3:28])[CH3:27].